From a dataset of Peptide-MHC class II binding affinity with 134,281 pairs from IEDB. Regression. Given a peptide amino acid sequence and an MHC pseudo amino acid sequence, predict their binding affinity value. This is MHC class II binding data. (1) The peptide sequence is YDKFLANVSTKLTGK. The MHC is DRB3_0202 with pseudo-sequence DRB3_0202. The binding affinity (normalized) is 0.904. (2) The MHC is DRB1_0401 with pseudo-sequence DRB1_0401. The binding affinity (normalized) is 0.733. The peptide sequence is AAYAAQGYKVLVLNPSVAAT. (3) The peptide sequence is VLEWRFDSRLAFHHV. The MHC is HLA-DQA10104-DQB10503 with pseudo-sequence HLA-DQA10104-DQB10503. The binding affinity (normalized) is 0.438. (4) The peptide sequence is AAFTSSSKAATAKAP. The MHC is HLA-DQA10104-DQB10503 with pseudo-sequence HLA-DQA10104-DQB10503. The binding affinity (normalized) is 0. (5) The binding affinity (normalized) is 0.735. The peptide sequence is FTVQEMVALSGAHTL. The MHC is DRB1_0101 with pseudo-sequence DRB1_0101. (6) The peptide sequence is DGTYDITKLGAKPDG. The MHC is DRB1_0901 with pseudo-sequence DRB1_0901. The binding affinity (normalized) is 0.114. (7) The peptide sequence is KIVSLIKNLLVALKD. The MHC is DRB1_1302 with pseudo-sequence DRB1_1302. The binding affinity (normalized) is 0.884. (8) The peptide sequence is IPFVHLGHRDALEDD. The MHC is DRB1_0701 with pseudo-sequence DRB1_0701. The binding affinity (normalized) is 0.274.